Dataset: Peptide-MHC class I binding affinity with 185,985 pairs from IEDB/IMGT. Task: Regression. Given a peptide amino acid sequence and an MHC pseudo amino acid sequence, predict their binding affinity value. This is MHC class I binding data. The peptide sequence is RRYTRRISL. The MHC is HLA-B15:01 with pseudo-sequence HLA-B15:01. The binding affinity (normalized) is 0.0847.